This data is from NCI-60 drug combinations with 297,098 pairs across 59 cell lines. The task is: Regression. Given two drug SMILES strings and cell line genomic features, predict the synergy score measuring deviation from expected non-interaction effect. Drug 1: C1CN1P(=S)(N2CC2)N3CC3. Drug 2: CCC1(CC2CC(C3=C(CCN(C2)C1)C4=CC=CC=C4N3)(C5=C(C=C6C(=C5)C78CCN9C7C(C=CC9)(C(C(C8N6C)(C(=O)OC)O)OC(=O)C)CC)OC)C(=O)OC)O.OS(=O)(=O)O. Cell line: HL-60(TB). Synergy scores: CSS=13.8, Synergy_ZIP=-1.73, Synergy_Bliss=-2.37, Synergy_Loewe=-1.43, Synergy_HSA=-2.91.